This data is from Full USPTO retrosynthesis dataset with 1.9M reactions from patents (1976-2016). The task is: Predict the reactants needed to synthesize the given product. (1) Given the product [NH2:18][C:9]1[C:8]2[N:7]=[C:6]([CH2:19][CH2:20][O:21][CH3:22])[N:5]([CH2:4][CH2:3][CH2:2][NH:1][CH2:23][C:25]3[CH:26]=[C:27]([CH:35]=[CH:36][CH:37]=3)[O:28][CH2:29][C:30]([O:32][CH2:33][CH3:34])=[O:31])[C:17]=2[C:16]2[CH:15]=[CH:14][CH:13]=[CH:12][C:11]=2[N:10]=1, predict the reactants needed to synthesize it. The reactants are: [NH2:1][CH2:2][CH2:3][CH2:4][N:5]1[C:17]2[C:16]3[CH:15]=[CH:14][CH:13]=[CH:12][C:11]=3[N:10]=[C:9]([NH2:18])[C:8]=2[N:7]=[C:6]1[CH2:19][CH2:20][O:21][CH3:22].[CH:23]([C:25]1[CH:26]=[C:27]([CH:35]=[CH:36][CH:37]=1)[O:28][CH2:29][C:30]([O:32][CH2:33][CH3:34])=[O:31])=O. (2) Given the product [Br:23][C:13]1[CH:14]=[N:15][N:16]([CH:17]2[CH2:22][CH2:21][CH2:20][CH2:19][O:18]2)[C:12]=1[C:3]1[C:4]([F:11])=[CH:5][CH:6]=[C:7]([N+:8]([O-:10])=[O:9])[C:2]=1[F:1], predict the reactants needed to synthesize it. The reactants are: [F:1][C:2]1[C:7]([N+:8]([O-:10])=[O:9])=[CH:6][CH:5]=[C:4]([F:11])[C:3]=1[C:12]1[N:16]([CH:17]2[CH2:22][CH2:21][CH2:20][CH2:19][O:18]2)[N:15]=[CH:14][CH:13]=1.[Br:23]N1C(=O)CCC1=O. (3) Given the product [N:1]1[CH:6]=[CH:5][CH:4]=[N:3][C:2]=1[O:7][C:8]1[CH:15]=[CH:14][C:11]([CH:12]=[CH:24][CH:25]=[O:26])=[CH:10][CH:9]=1, predict the reactants needed to synthesize it. The reactants are: [N:1]1[CH:6]=[CH:5][CH:4]=[N:3][C:2]=1[O:7][C:8]1[CH:15]=[CH:14][C:11]([CH:12]=O)=[CH:10][CH:9]=1.N1(C2C=C[C:24]([CH:25]=[O:26])=CC=2)C=CC=N1.